This data is from Full USPTO retrosynthesis dataset with 1.9M reactions from patents (1976-2016). The task is: Predict the reactants needed to synthesize the given product. (1) The reactants are: [C:1]([O:5][C:6](=[O:16])[N:7]([CH3:15])[CH:8]1[CH2:13][CH2:12][C:11](=O)[CH2:10][CH2:9]1)([CH3:4])([CH3:3])[CH3:2].[Br-].[C:18]([CH2:21][CH2:22][CH2:23][CH2:24][P+](C1C=CC=CC=1)(C1C=CC=CC=1)C1C=CC=CC=1)([OH:20])=[O:19].[H-].[Na+].CC(O)=O. Given the product [C:1]([O:5][C:6]([N:7]([CH3:15])[CH:8]1[CH2:13][CH2:12][C:11](=[CH:24][CH2:23][CH2:22][CH2:21][C:18]([OH:20])=[O:19])[CH2:10][CH2:9]1)=[O:16])([CH3:4])([CH3:3])[CH3:2], predict the reactants needed to synthesize it. (2) Given the product [Cl:6][C:7]1[CH:8]=[CH:9][C:10]([S:13]([CH2:16][C:17]2[NH:29][N:28]=[N:27][N:18]=2)(=[O:14])=[O:15])=[CH:11][CH:12]=1, predict the reactants needed to synthesize it. The reactants are: CN(C)C=O.[Cl:6][C:7]1[CH:12]=[CH:11][C:10]([S:13]([CH2:16][C:17]#[N:18])(=[O:15])=[O:14])=[CH:9][CH:8]=1.Cl.C(N(CC)CC)C.[N-:27]=[N+:28]=[N-:29].[Na+]. (3) Given the product [CH3:1][S:2]([NH:5][C:6]1[CH:11]=[CH:10][C:9]([N:16]2[CH:17]=[C:18]3[C:19]([CH2:20][CH2:21][N:22]([C:25]([O:27][C:28]([CH3:31])([CH3:30])[CH3:29])=[O:26])[CH2:23][CH2:24]3)=[N:15]2)=[CH:8][CH:7]=1)(=[O:4])=[O:3], predict the reactants needed to synthesize it. The reactants are: [CH3:1][S:2]([NH:5][C:6]1[CH:11]=[CH:10][C:9](B(O)O)=[CH:8][CH:7]=1)(=[O:4])=[O:3].[N:15]1[NH:16][CH:17]=[C:18]2[CH2:24][CH2:23][N:22]([C:25]([O:27][C:28]([CH3:31])([CH3:30])[CH3:29])=[O:26])[CH2:21][CH2:20][C:19]=12.